This data is from Forward reaction prediction with 1.9M reactions from USPTO patents (1976-2016). The task is: Predict the product of the given reaction. Given the reactants C(O[C:4](=[O:26])[C:5]1[CH:10]=[C:9]([C:11]2[CH:16]=[CH:15][CH:14]=[C:13](C(F)(F)F)[CH:12]=2)[C:8]([O:21][CH2:22][CH2:23][OH:24])=[C:7]([Br:25])[CH:6]=1)C.[CH3:27][NH:28][CH2:29][CH2:30][CH2:31][CH2:32][CH2:33][CH2:34][CH2:35][CH2:36][C:37]1[CH:42]=[CH:41][CH:40]=[CH:39][CH:38]=1, predict the reaction product. The product is: [Br:25][C:7]1[CH:6]=[C:5]([C:4]([N:28]([CH3:27])[CH2:29][CH2:30][CH2:31][CH2:32][CH2:33][CH2:34][CH2:35][CH2:36][C:37]2[CH:38]=[CH:39][CH:40]=[CH:41][CH:42]=2)=[O:26])[CH:10]=[C:9]([C:11]2[CH:12]=[CH:13][CH:14]=[CH:15][CH:16]=2)[C:8]=1[O:21][CH2:22][CH2:23][OH:24].